Dataset: hERG potassium channel inhibition data for cardiac toxicity prediction from Karim et al.. Task: Regression/Classification. Given a drug SMILES string, predict its toxicity properties. Task type varies by dataset: regression for continuous values (e.g., LD50, hERG inhibition percentage) or binary classification for toxic/non-toxic outcomes (e.g., AMES mutagenicity, cardiotoxicity, hepatotoxicity). Dataset: herg_karim. (1) The result is 1 (blocker). The drug is CC(=O)Nc1ccc2ccn(-c3cc(NC4CC4)n4ncc(C#N)c4n3)c2c1. (2) The molecule is NS(=O)(=O)c1ccc(NC2=CC(=O)c3ccccc3C2=O)cc1. The result is 0 (non-blocker). (3) The drug is CC[C@@H](c1cccc(O)c1)[C@@H](C)CN(C)C. The result is 0 (non-blocker). (4) The compound is CC(=O)Nc1sc2c(c1-c1nc3ccccc3s1)CNC2. The result is 0 (non-blocker). (5) The compound is Cc1nc2ccccc2n1C1CC2CCC(C1)N2CCC1(c2ccccc2)CCN(C(=O)c2cccc(C(=O)NO)c2)CC1. The result is 0 (non-blocker). (6) The molecule is CCN(CC)C(=O)c1ccc([C@H](c2cccc(NC(=O)C3CC3)c2)N2CCN(Cc3ccccn3)CC2)cc1. The result is 0 (non-blocker). (7) The molecule is C[C@@H](O[C@H]1C[C@@H](C)N(C)C(=O)C[C@@H]1c1ccc(F)cc1)c1cc(C(F)(F)F)cc(C(F)(F)F)c1. The result is 1 (blocker).